From a dataset of Full USPTO retrosynthesis dataset with 1.9M reactions from patents (1976-2016). Predict the reactants needed to synthesize the given product. (1) Given the product [OH:19][C:4]1[C:14]2[C:13](=[CH:18][CH:17]=[CH:16][CH:15]=2)[N:12]=[CH:11][C:5]=1[C:6]([O:8][CH2:9][CH3:10])=[O:7], predict the reactants needed to synthesize it. The reactants are: C(O[C:4](=[O:19])[C:5](=[CH:11][NH:12][C:13]1[CH:18]=[CH:17][CH:16]=[CH:15][CH:14]=1)[C:6]([O:8][CH2:9][CH3:10])=[O:7])C. (2) The reactants are: [O:1]=[C:2]1[C:11]2=[N:12][N:13]([C:21]3[CH:26]=[CH:25][CH:24]=[CH:23][CH:22]=3)[C:14]([CH2:15][C:16](OCC)=[O:17])=[C:10]2[C:9]2[CH:8]=[CH:7][CH:6]=[CH:5][C:4]=2[NH:3]1.[H-].[Al+3].[Li+].[H-].[H-].[H-].O.[OH-].[Na+]. Given the product [OH:17][CH2:16][CH2:15][C:14]1[N:13]([C:21]2[CH:26]=[CH:25][CH:24]=[CH:23][CH:22]=2)[N:12]=[C:11]2[C:10]=1[C:9]1[CH:8]=[CH:7][CH:6]=[CH:5][C:4]=1[NH:3][C:2]2=[O:1], predict the reactants needed to synthesize it.